The task is: Predict which catalyst facilitates the given reaction.. This data is from Catalyst prediction with 721,799 reactions and 888 catalyst types from USPTO. (1) Reactant: [OH:1][C:2]1[CH:7]=[CH:6][CH:5]=[CH:4][C:3]=1[C:8]([F:11])([F:10])[F:9].[C:12](=O)([O-])[O-].[K+].[K+].IC. Product: [CH3:12][O:1][C:2]1[CH:7]=[CH:6][CH:5]=[CH:4][C:3]=1[C:8]([F:9])([F:10])[F:11]. The catalyst class is: 131. (2) Reactant: [CH3:1][C@@H:2]([NH2:5])[CH2:3][CH3:4].C(N(CC)CC)C.[Cl:13][CH2:14][C:15]1[CH:16]=[C:17]([CH:21]=[CH:22][CH:23]=1)[C:18](Cl)=[O:19]. Product: [C@H:2]([NH:5][C:18](=[O:19])[C:17]1[CH:21]=[CH:22][CH:23]=[C:15]([CH2:14][Cl:13])[CH:16]=1)([CH2:3][CH3:4])[CH3:1]. The catalyst class is: 4.